Dataset: Catalyst prediction with 721,799 reactions and 888 catalyst types from USPTO. Task: Predict which catalyst facilitates the given reaction. (1) Reactant: [C:1]1([C:11]2[CH:16]=[CH:15][C:14](B(O)O)=[CH:13][CH:12]=2)[C:10]2[C:5](=[CH:6][CH:7]=[CH:8][CH:9]=2)[CH:4]=[CH:3][CH:2]=1.Br[C:21]1[C:34]2[C:35]3=[C:36]4[C:31](=[CH:32][CH:33]=2)[CH:30]=[CH:29][CH:28]=[C:27]4[CH:26]=[CH:25][C:24]3=[CH:23][CH:22]=1.C(=O)([O-])[O-].[Na+].[Na+]. The catalyst class is: 216. Product: [C:1]1([C:11]2[CH:16]=[CH:15][C:14]([C:28]3[C:27]4[C:36]5=[C:35]6[C:24](=[CH:25][CH:26]=4)[CH:23]=[CH:22][CH:21]=[C:34]6[CH:33]=[CH:32][C:31]5=[CH:30][CH:29]=3)=[CH:13][CH:12]=2)[C:10]2[C:5](=[CH:6][CH:7]=[CH:8][CH:9]=2)[CH:4]=[CH:3][CH:2]=1. (2) Reactant: [Br:1][C:2]1[CH:7]=[CH:6][C:5]([C:8]([CH3:12])([CH3:11])[CH:9]=[O:10])=[CH:4][CH:3]=1.C(=O)([O-])[O-].S([CH2:27][N+:28]#[C-:29])(C1C=CC(C)=CC=1)(=O)=O. Product: [Br:1][C:2]1[CH:3]=[CH:4][C:5]([C:8]([C:9]2[O:10][CH:29]=[N:28][CH:27]=2)([CH3:12])[CH3:11])=[CH:6][CH:7]=1. The catalyst class is: 5. (3) Reactant: [CH2:1]([O:3][C:4]([C:6]1[C:7]([OH:28])=[C:8]2[C:16](Br)=[C:15](Br)[N:14]([CH2:19][C:20]3[CH:25]=[CH:24][C:23]([F:26])=[C:22]([F:27])[CH:21]=3)[C:9]2=[C:10]([C:12]#[N:13])[N:11]=1)=[O:5])[CH3:2].C([O-])=O.[NH4+]. Product: [CH2:1]([O:3][C:4]([C:6]1[C:7]([OH:28])=[C:8]2[CH:16]=[CH:15][N:14]([CH2:19][C:20]3[CH:25]=[CH:24][C:23]([F:26])=[C:22]([F:27])[CH:21]=3)[C:9]2=[C:10]([C:12]#[N:13])[N:11]=1)=[O:5])[CH3:2]. The catalyst class is: 45. (4) Reactant: [C:1]([N:8]1[CH2:11][C:10](=[O:12])[CH2:9]1)([O:3][C:4]([CH3:7])([CH3:6])[CH3:5])=[O:2].[C:13]([C:16]1[CH:21]=[CH:20][CH:19]=[CH:18][CH:17]=1)#[C:14][CH3:15]. Product: [CH3:15][C:14]1[C:10](=[O:12])[CH2:9][N:8]([C:1]([O:3][C:4]([CH3:7])([CH3:6])[CH3:5])=[O:2])[CH2:11][C:13]=1[C:16]1[CH:21]=[CH:20][CH:19]=[CH:18][CH:17]=1. The catalyst class is: 11. (5) Reactant: [NH2:1][CH2:2][C@@H:3]1[CH2:9][C:6]2([CH2:8][CH2:7]2)[CH2:5][N:4]1[C:10]([O:12][C:13]([CH3:16])([CH3:15])[CH3:14])=[O:11].CCN(C(C)C)C(C)C.[CH2:26]([O:33][C:34](Cl)=[O:35])[C:27]1[CH:32]=[CH:31][CH:30]=[CH:29][CH:28]=1. Product: [CH2:26]([O:33][C:34]([NH:1][CH2:2][C@@H:3]1[CH2:9][C:6]2([CH2:7][CH2:8]2)[CH2:5][N:4]1[C:10]([O:12][C:13]([CH3:16])([CH3:15])[CH3:14])=[O:11])=[O:35])[C:27]1[CH:32]=[CH:31][CH:30]=[CH:29][CH:28]=1. The catalyst class is: 291. (6) Reactant: [C:1]1([C:7]#[C:8][C:9]2[CH:10]=[C:11]([C@@H:15]3[C@@H:19]([C:20]4[NH:24][N:23]=[N:22][N:21]=4)[O:18][C:17](=[O:25])[NH:16]3)[CH:12]=[CH:13][CH:14]=2)[CH:6]=[CH:5][CH:4]=[CH:3][CH:2]=1.[C:26](=O)([O-])[O-].[K+].[K+].IC. Product: [CH3:26][N:22]1[N:23]=[N:24][C:20]([C@H:19]2[O:18][C:17](=[O:25])[NH:16][C@@H:15]2[C:11]2[CH:12]=[CH:13][CH:14]=[C:9]([C:8]#[C:7][C:1]3[CH:6]=[CH:5][CH:4]=[CH:3][CH:2]=3)[CH:10]=2)=[N:21]1. The catalyst class is: 7.